From a dataset of Forward reaction prediction with 1.9M reactions from USPTO patents (1976-2016). Predict the product of the given reaction. (1) Given the reactants [CH3:1][C:2]1[CH:3]=[N:4][NH:5][CH:6]=1.Br[CH2:8][CH2:9][C@@:10]([CH3:20])([S:16]([CH3:19])(=[O:18])=[O:17])[C:11]([O:13][CH2:14][CH3:15])=[O:12].C(=O)([O-])[O-].[Cs+].[Cs+], predict the reaction product. The product is: [CH3:20][C@@:10]([S:16]([CH3:19])(=[O:17])=[O:18])([CH2:9][CH2:8][N:4]1[CH:3]=[C:2]([CH3:1])[CH:6]=[N:5]1)[C:11]([O:13][CH2:14][CH3:15])=[O:12]. (2) Given the reactants [N+:1]([C:4]1[CH:12]=[CH:11][C:7]([C:8](Cl)=[O:9])=[CH:6][CH:5]=1)([O-:3])=[O:2].[NH:13]1[CH2:18][CH2:17][O:16][CH2:15][CH2:14]1, predict the reaction product. The product is: [N:13]1([C:8]([C:7]2[CH:11]=[CH:12][C:4]([N+:1]([O-:3])=[O:2])=[CH:5][CH:6]=2)=[O:9])[CH2:18][CH2:17][O:16][CH2:15][CH2:14]1. (3) The product is: [CH2:10]=[C:9]1[CH:2]2[CH:3]([O:4][CH2:5][CH2:6]2)[O:7][CH2:8]1. Given the reactants Br[CH:2]1[CH2:6][CH2:5][O:4][CH:3]1[O:7][CH2:8][C:9]#[CH:10].C(#N)C.C(N(CC)CC)C, predict the reaction product. (4) Given the reactants C[C:2]([OH:5])([CH3:4])[CH3:3].C(#N)C.[CH3:9][O:10][C:11]1[CH:28]=[CH:27][C:14]([CH2:15][N:16]2[C:24]3[C:19](=[CH:20][CH:21]=C(C=C)[CH:23]=3)[CH:18]=[N:17]2)=[CH:13][CH:12]=1.CCCCCC.CC[O:37]CC, predict the reaction product. The product is: [CH3:9][O:10][C:11]1[CH:28]=[CH:27][C:14]([CH2:15][N:16]2[C:24]3[C:19](=[CH:20][CH:21]=[C:3]([C@H:2]([OH:5])[CH2:4][OH:37])[CH:23]=3)[CH:18]=[N:17]2)=[CH:13][CH:12]=1. (5) Given the reactants [Br:1][C:2]1[C:3]([OH:19])=[C:4]([NH:8][C:9](=[O:18])[CH:10](Cl)[C:11]2[CH:16]=[CH:15][CH:14]=[CH:13][CH:12]=2)[CH:5]=[CH:6][CH:7]=1.C(=O)([O-])[O-].[K+].[K+].Cl.O, predict the reaction product. The product is: [Br:1][C:2]1[C:3]2[O:19][CH:10]([C:11]3[CH:16]=[CH:15][CH:14]=[CH:13][CH:12]=3)[C:9](=[O:18])[NH:8][C:4]=2[CH:5]=[CH:6][CH:7]=1. (6) Given the reactants [OH:1][C:2]1[CH:7]=[CH:6][C:5]([CH2:8][NH:9][C:10](=[O:18])[C:11]2[CH:16]=[CH:15][CH:14]=[N:13][C:12]=2[NH2:17])=[CH:4][CH:3]=1.Br[CH2:20][CH2:21][CH2:22][CH2:23][CH2:24][O:25][CH3:26].C(=O)([O-])[O-].[Cs+].[Cs+].CN(C=O)C, predict the reaction product. The product is: [CH3:26][O:25][CH2:24][CH2:23][CH2:22][CH2:21][CH2:20][O:1][C:2]1[CH:3]=[CH:4][C:5]([CH2:8][NH:9][C:10](=[O:18])[C:11]2[CH:16]=[CH:15][CH:14]=[N:13][C:12]=2[NH2:17])=[CH:6][CH:7]=1. (7) Given the reactants [CH:1]([C@:4]1([C:16]([N:18]2[CH2:23][CH:22]=[C:21]([C:24]3[CH:29]=[CH:28][CH:27]=[CH:26][CH:25]=3)[CH2:20][CH2:19]2)=[O:17])[CH2:8][CH2:7][C@@H:6]([NH:9][CH:10]2[CH2:15][CH2:14][O:13][CH2:12][CH2:11]2)[CH2:5]1)([CH3:3])[CH3:2], predict the reaction product. The product is: [CH:1]([C@:4]1([C:16]([N:18]2[CH2:19][CH2:20][CH:21]([C:24]3[CH:25]=[CH:26][CH:27]=[CH:28][CH:29]=3)[CH2:22][CH2:23]2)=[O:17])[CH2:8][CH2:7][C@@H:6]([NH:9][CH:10]2[CH2:15][CH2:14][O:13][CH2:12][CH2:11]2)[CH2:5]1)([CH3:3])[CH3:2]. (8) Given the reactants C(N(CC)CC)C.[CH3:8][N:9]=[C:10]=[O:11].[ClH:12].Cl.[NH2:14][CH2:15][C:16]1[CH:21]=[CH:20][CH:19]=[CH:18][C:17]=1[C:22]1[C:30]2[S:29][C:28]([C:31]([NH:33][C@@H:34]3[CH:39]4[CH2:40][CH2:41][N:36]([CH2:37][CH2:38]4)[CH2:35]3)=[O:32])=[CH:27][C:26]=2[CH:25]=[CH:24][CH:23]=1.C1COCC1, predict the reaction product. The product is: [ClH:12].[N:36]12[CH2:37][CH2:38][CH:39]([CH2:40][CH2:41]1)[C@@H:34]([NH:33][C:31]([C:28]1[S:29][C:30]3[C:22]([C:17]4[CH:18]=[CH:19][CH:20]=[CH:21][C:16]=4[CH2:15][NH:14][C:10]([NH:9][CH3:8])=[O:11])=[CH:23][CH:24]=[CH:25][C:26]=3[CH:27]=1)=[O:32])[CH2:35]2. (9) The product is: [OH:14][C@@H:15]([C:26]1[CH:31]=[CH:30][CH:29]=[C:28]([O:32][CH2:44][CH:45]2[CH2:50][CH2:49][CH2:48][S:47][CH2:46]2)[CH:27]=1)[CH2:16][CH2:17][NH:18][C:19](=[O:25])[O:20][C:21]([CH3:24])([CH3:23])[CH3:22]. Given the reactants C([O-])([O-])=O.[K+].[K+].C1(O)C=CC=CC=1.[OH:14][C@@H:15]([C:26]1[CH:31]=[CH:30][CH:29]=[C:28]([OH:32])[CH:27]=1)[CH2:16][CH2:17][NH:18][C:19](=[O:25])[O:20][C:21]([CH3:24])([CH3:23])[CH3:22].CC1C=CC(S(O[CH2:44][CH:45]2[CH2:50][CH2:49][CH2:48][S:47][CH2:46]2)(=O)=O)=CC=1, predict the reaction product. (10) Given the reactants [CH3:1][C:2]([Si:5]([CH3:26])([CH3:25])[O:6][CH2:7][C:8]1[CH:13]=[CH:12][C:11]([C:14]2[CH:19]=[C:18]([O:20][CH3:21])[CH:17]=[CH:16][C:15]=2[F:22])=[C:10]([CH2:23][OH:24])[CH:9]=1)([CH3:4])[CH3:3].C(Cl)Cl.C(O)(=O)C.C(O)(=O)C.IC1C=CC=CC=1.CC1(C)N([O])C(C)(C)CCC1, predict the reaction product. The product is: [CH3:4][C:2]([Si:5]([CH3:25])([CH3:26])[O:6][CH2:7][C:8]1[CH:9]=[C:10]([CH:23]=[O:24])[C:11]([C:14]2[CH:19]=[C:18]([O:20][CH3:21])[CH:17]=[CH:16][C:15]=2[F:22])=[CH:12][CH:13]=1)([CH3:1])[CH3:3].